From a dataset of Reaction yield outcomes from USPTO patents with 853,638 reactions. Predict the reaction yield, written as a fraction of the theoretical maximum amount of product (1.0 means a 100% yield; for example, 0.34 means a 34% yield). (1) The product is [CH3:32][O:33][C:34](=[O:40])[C@@H:35]([NH:39][C:12]([C:11]1[O:10][N:9]=[C:8]([C:15]2[CH:20]=[CH:19][C:18]([NH:21][C:22]([NH:24][C:25]3[CH:26]=[CH:27][CH:28]=[CH:29][CH:30]=3)=[O:23])=[CH:17][CH:16]=2)[C:7]=1[C:1]1[CH:6]=[CH:5][CH:4]=[CH:3][CH:2]=1)=[O:14])[CH:36]([CH3:38])[CH3:37]. The reactants are [C:1]1([C:7]2[C:8]([C:15]3[CH:20]=[CH:19][C:18]([NH:21][C:22]([NH:24][C:25]4[CH:30]=[CH:29][CH:28]=[CH:27][CH:26]=4)=[O:23])=[CH:17][CH:16]=3)=[N:9][O:10][C:11]=2[C:12]([OH:14])=O)[CH:6]=[CH:5][CH:4]=[CH:3][CH:2]=1.Cl.[CH3:32][O:33][C:34](=[O:40])[C@@H:35]([NH2:39])[CH:36]([CH3:38])[CH3:37]. No catalyst specified. The yield is 0.765. (2) The catalyst is CO. The product is [ClH:19].[CH2:1]([N:3]1[C:7]([CH3:8])=[C:6]([CH2:9][S:10][C:11]2[N:16]=[C:15]([OH:17])[CH:14]=[C:13]([CH3:18])[N:12]=2)[N:5]=[CH:4]1)[CH3:2]. The reactants are [CH2:1]([N:3]1[C:7]([CH3:8])=[C:6]([CH2:9][S:10][C:11]2[N:16]=[C:15]([OH:17])[CH:14]=[C:13]([CH3:18])[N:12]=2)[N:5]=[CH:4]1)[CH3:2].[ClH:19].O1CCOCC1. The yield is 0.990.